Predict which catalyst facilitates the given reaction. From a dataset of Catalyst prediction with 721,799 reactions and 888 catalyst types from USPTO. (1) Reactant: [OH:1][C:2]1[CH:7]=[CH:6][C:5]([C:8]([C:11]2[CH:16]=[CH:15][C:14](O)=[C:13]([Br:18])[CH:12]=2)([CH3:10])[CH3:9])=[CH:4][C:3]=1[Br:19].[C:20](=[O:23])([O-])[O-].[K+].[K+].[CH3:26]I. Product: [CH3:26][O:1][C:2]1[CH:7]=[CH:6][C:5]([C:8]([C:11]2[CH:16]=[CH:15][C:14]([O:23][CH3:20])=[C:13]([Br:18])[CH:12]=2)([CH3:10])[CH3:9])=[CH:4][C:3]=1[Br:19]. The catalyst class is: 21. (2) Reactant: [OH:1][C@@H:2]1[CH2:7][CH2:6][C@H:5]([CH2:8][NH:9][C:10](=[O:21])[C:11]2[CH:16]=[CH:15][C:14]([O:17][CH2:18][O:19][CH3:20])=[CH:13][CH:12]=2)[CH2:4][CH2:3]1.[C:22](O)(=[O:29])[C:23]1[CH:28]=[CH:27][CH:26]=[CH:25][CH:24]=1.C(C=P(CCCC)(CCCC)CCCC)#N. Product: [C:22]([O:1][C@H:2]1[CH2:7][CH2:6][C@H:5]([CH2:8][NH:9][C:10](=[O:21])[C:11]2[CH:12]=[CH:13][C:14]([O:17][CH2:18][O:19][CH3:20])=[CH:15][CH:16]=2)[CH2:4][CH2:3]1)(=[O:29])[C:23]1[CH:28]=[CH:27][CH:26]=[CH:25][CH:24]=1. The catalyst class is: 48. (3) Reactant: [C:1]([C:4]1[CH:13]=[C:8]([C:9]([O:11][CH3:12])=[O:10])[C:7]([OH:14])=[CH:6][CH:5]=1)(=[O:3])[CH3:2].N1C=CC=CC=1.[F:21][C:22]([F:35])([F:34])[S:23](O[S:23]([C:22]([F:35])([F:34])[F:21])(=[O:25])=[O:24])(=[O:25])=[O:24]. Product: [C:1]([C:4]1[CH:5]=[CH:6][C:7]([O:14][S:23]([C:22]([F:35])([F:34])[F:21])(=[O:25])=[O:24])=[C:8]([CH:13]=1)[C:9]([O:11][CH3:12])=[O:10])(=[O:3])[CH3:2]. The catalyst class is: 2.